Task: Predict the product of the given reaction.. Dataset: Forward reaction prediction with 1.9M reactions from USPTO patents (1976-2016) (1) Given the reactants [NH2:1][C:2]1[CH:3]=[C:4]([CH:7]=[CH:8][CH:9]=1)[C:5]#[N:6].C(=O)(O)[O-].[Na+].[C:15](Cl)(Cl)=[S:16].[CH2:19]([NH2:23])[CH2:20][CH2:21][CH3:22], predict the reaction product. The product is: [CH2:19]([NH:23][C:15]([NH:1][C:2]1[CH:9]=[CH:8][CH:7]=[C:4]([C:5]#[N:6])[CH:3]=1)=[S:16])[CH2:20][CH2:21][CH3:22]. (2) The product is: [C:31]1(=[O:37])[CH2:35][CH2:34][C:33](=[O:36])[CH:32]1[CH:1]([CH:39]1[C:43](=[O:44])[CH2:42][CH2:41][C:40]1=[O:46])[C:3]1[C:8]([NH:9][C:10]([O:12][CH2:13][CH3:14])=[O:11])=[CH:7][C:6]([C:15]2[CH:16]=[CH:17][C:18](=[O:24])[N:19]([CH:21]([CH3:22])[CH3:23])[N:20]=2)=[C:5]([C:25]2[CH:26]=[CH:27][CH:28]=[CH:29][CH:30]=2)[N:4]=1. Given the reactants [CH:1]([C:3]1[C:8]([NH:9][C:10]([O:12][CH2:13][CH3:14])=[O:11])=[CH:7][C:6]([C:15]2[CH:16]=[CH:17][C:18](=[O:24])[N:19]([CH:21]([CH3:23])[CH3:22])[N:20]=2)=[C:5]([C:25]2[CH:30]=[CH:29][CH:28]=[CH:27][CH:26]=2)[N:4]=1)=O.[C:31]1(=[O:37])[CH2:35][CH2:34][C:33](=[O:36])[CH2:32]1.N1[CH2:43][CH2:42][CH2:41][CH2:40][CH2:39]1.[OH2:44].C[OH:46], predict the reaction product. (3) Given the reactants Br[C:2]1[CH:7]=[CH:6][CH:5]=[C:4]([CH3:8])[N:3]=1.O.[NH2:10][NH2:11], predict the reaction product. The product is: [CH3:8][C:4]1[N:3]=[C:2]([NH:10][NH2:11])[CH:7]=[CH:6][CH:5]=1. (4) Given the reactants Br[C:2]1[CH:7]=[CH:6][C:5]([C:8]2[CH:13]=[C:12]([C:14]3[N:18]4[CH:19]=[CH:20][CH:21]=[CH:22][C:17]4=[N:16][C:15]=3[C:23]3[CH:28]=[CH:27][CH:26]=[CH:25][N:24]=3)[CH:11]=[CH:10][N:9]=2)=[CH:4][CH:3]=1.[CH3:29][N:30]1[CH2:35][CH2:34][NH:33][CH2:32][CH2:31]1, predict the reaction product. The product is: [CH3:29][N:30]1[CH2:35][CH2:34][N:33]([C:2]2[CH:7]=[CH:6][C:5]([C:8]3[CH:13]=[C:12]([C:14]4[N:18]5[CH:19]=[CH:20][CH:21]=[CH:22][C:17]5=[N:16][C:15]=4[C:23]4[CH:28]=[CH:27][CH:26]=[CH:25][N:24]=4)[CH:11]=[CH:10][N:9]=3)=[CH:4][CH:3]=2)[CH2:32][CH2:31]1. (5) Given the reactants [Cl:1][C:2]1[CH:27]=[CH:26][C:5]([CH2:6][N:7]2[C:15]3[C:10](=[CH:11][C:12]([CH:16]=[C:17]4[S:21][C:20](SCC)=[N:19][C:18]4=[O:25])=[CH:13][CH:14]=3)[CH:9]=[N:8]2)=[C:4]([C:28]([F:31])([F:30])[F:29])[CH:3]=1.[NH:32]1[CH2:35][CH:34]([C:36]([OH:38])=[O:37])[CH2:33]1, predict the reaction product. The product is: [Cl:1][C:2]1[CH:27]=[CH:26][C:5]([CH2:6][N:7]2[C:15]3[C:10](=[CH:11][C:12]([CH:16]=[C:17]4[S:21][C:20]([N:32]5[CH2:35][CH:34]([C:36]([OH:38])=[O:37])[CH2:33]5)=[N:19][C:18]4=[O:25])=[CH:13][CH:14]=3)[CH:9]=[N:8]2)=[C:4]([C:28]([F:29])([F:30])[F:31])[CH:3]=1. (6) Given the reactants [SH:1][C:2]1[CH:7]=[CH:6][C:5]([CH2:8][C:9]([OH:11])=[O:10])=[CH:4][CH:3]=1.Cl[C:13]([C:26]1[CH:31]=[CH:30][CH:29]=[CH:28][CH:27]=1)([C:20]1[CH:25]=[CH:24][CH:23]=[CH:22][CH:21]=1)[C:14]1[CH:19]=[CH:18][CH:17]=[CH:16][CH:15]=1, predict the reaction product. The product is: [C:14]1([C:13]([C:20]2[CH:21]=[CH:22][CH:23]=[CH:24][CH:25]=2)([C:26]2[CH:27]=[CH:28][CH:29]=[CH:30][CH:31]=2)[S:1][C:2]2[CH:3]=[CH:4][C:5]([CH2:8][C:9]([OH:11])=[O:10])=[CH:6][CH:7]=2)[CH:15]=[CH:16][CH:17]=[CH:18][CH:19]=1. (7) Given the reactants C(N)(C)(C)C.[Br:6]Br.[CH2:8]([O:15][C:16]1[CH:21]=[CH:20][CH:19]=[CH:18][C:17]=1[OH:22])[C:9]1[CH:14]=[CH:13][CH:12]=[CH:11][CH:10]=1, predict the reaction product. The product is: [CH2:8]([O:15][C:16]1[CH:21]=[CH:20][CH:19]=[C:18]([Br:6])[C:17]=1[OH:22])[C:9]1[CH:10]=[CH:11][CH:12]=[CH:13][CH:14]=1.